From a dataset of Catalyst prediction with 721,799 reactions and 888 catalyst types from USPTO. Predict which catalyst facilitates the given reaction. (1) Reactant: [N+:1]([C:4]1[CH:13]=[CH:12][C:11]2[C:6](=[CH:7][C:8]([N+:14]([O-])=O)=[CH:9][CH:10]=2)[CH:5]=1)([O-:3])=[O:2].CN(C=O)C. Product: [NH2:14][C:8]1[CH:7]=[C:6]2[C:11]([CH:12]=[CH:13][C:4]([N+:1]([O-:3])=[O:2])=[CH:5]2)=[CH:10][CH:9]=1. The catalyst class is: 413. (2) Reactant: Cl[C:2]1[N:7]=[C:6]([NH:8][C:9]2[CH:14]=[CH:13][C:12]([O:15][CH3:16])=[C:11]([Cl:17])[CH:10]=2)[N:5]=[C:4]([NH:18][CH:19]2[CH2:25][CH2:24][CH2:23][CH2:22][CH2:21][CH2:20]2)[N:3]=1.[CH3:26][O:27][C:28]1[CH:33]=[C:32]([O:34][CH3:35])[CH:31]=[C:30]([O:36][CH3:37])[CH:29]=1.[Al+3].[Cl-].[Cl-].[Cl-]. Product: [Cl:17][C:11]1[CH:10]=[C:9]([NH:8][C:6]2[N:5]=[C:4]([NH:18][CH:19]3[CH2:25][CH2:24][CH2:23][CH2:22][CH2:21][CH2:20]3)[N:3]=[C:2]([C:29]3[C:30]([O:36][CH3:37])=[CH:31][C:32]([O:34][CH3:35])=[CH:33][C:28]=3[O:27][CH3:26])[N:7]=2)[CH:14]=[CH:13][C:12]=1[O:15][CH3:16]. The catalyst class is: 68.